This data is from Catalyst prediction with 721,799 reactions and 888 catalyst types from USPTO. The task is: Predict which catalyst facilitates the given reaction. (1) Reactant: O1[C:5]2([CH2:10][CH2:9][CH:8]([N:11]3[CH:15]=[C:14]([I:16])[CH:13]=[N:12]3)[CH2:7][CH2:6]2)[O:4]CC1.C1(C)C=CC(S([O-])(=O)=O)=CC=1.[NH+]1C=CC=CC=1. The catalyst class is: 95. Product: [I:16][C:14]1[CH:13]=[N:12][N:11]([CH:8]2[CH2:7][CH2:6][C:5](=[O:4])[CH2:10][CH2:9]2)[CH:15]=1. (2) Reactant: [CH2:1]([O:8][C:9](=[O:14])[C@@H:10]([CH2:12][OH:13])[NH2:11])[C:2]1[CH:7]=[CH:6][CH:5]=[CH:4][CH:3]=1.[C:15]([O:26][C@H:27]([CH2:32][CH2:33][CH2:34][CH2:35][CH2:36][CH2:37][CH2:38][CH2:39][CH2:40][CH2:41][CH3:42])[CH2:28][C:29](O)=[O:30])(=[O:25])[CH2:16][CH2:17][CH2:18][CH2:19][CH2:20][CH2:21][CH2:22][CH2:23][CH3:24].C(Cl)CCl.CI. Product: [CH2:1]([O:8][C:9](=[O:14])[C@@H:10]([CH2:12][OH:13])[NH:11][C:29](=[O:30])[CH2:28][C@H:27]([O:26][C:15](=[O:25])[CH2:16][CH2:17][CH2:18][CH2:19][CH2:20][CH2:21][CH2:22][CH2:23][CH3:24])[CH2:32][CH2:33][CH2:34][CH2:35][CH2:36][CH2:37][CH2:38][CH2:39][CH2:40][CH2:41][CH3:42])[C:2]1[CH:7]=[CH:6][CH:5]=[CH:4][CH:3]=1. The catalyst class is: 2. (3) Reactant: [F:1][C:2]1[CH:3]=[C:4]([C@@H:8]([NH:12][C:13](=[O:15])[CH3:14])[CH2:9][CH2:10][OH:11])[CH:5]=[CH:6][CH:7]=1.CS(C)=O.C(N(CC)CC)C. Product: [F:1][C:2]1[CH:3]=[C:4]([C@@H:8]([NH:12][C:13](=[O:15])[CH3:14])[CH2:9][CH:10]=[O:11])[CH:5]=[CH:6][CH:7]=1. The catalyst class is: 4. (4) Reactant: [N:1]12[CH2:8][CH2:7][CH:4]([CH2:5][CH2:6]1)[C@@H:3]([O:9][C:10]([C:12]1([C:19]3[CH:24]=[CH:23][CH:22]=[CH:21][CH:20]=3)[CH2:18][CH2:17][CH2:16][CH2:15][CH2:14][CH2:13]1)=[O:11])[CH2:2]2.[Br:25][CH2:26][C:27]([NH:29][C:30]1[O:31][CH:32]=[CH:33][N:34]=1)=[O:28]. Product: [Br-:25].[O:31]1[CH:32]=[CH:33][N:34]=[C:30]1[NH:29][C:27]([CH2:26][N+:1]12[CH2:8][CH2:7][CH:4]([CH2:5][CH2:6]1)[C@@H:3]([O:9][C:10]([C:12]1([C:19]3[CH:20]=[CH:21][CH:22]=[CH:23][CH:24]=3)[CH2:18][CH2:17][CH2:16][CH2:15][CH2:14][CH2:13]1)=[O:11])[CH2:2]2)=[O:28]. The catalyst class is: 23. (5) Reactant: [H-].[H-].[H-].[H-].[Li+].[Al+3].[CH3:7][O:8][C:9]1[CH:10]=[C:11]([S:17]([N:20]2[CH:24]=[CH:23][C:22]([CH2:25][CH2:26][CH2:27][CH2:28][C:29](OCC)=[O:30])=[CH:21]2)(=[O:19])=[O:18])[CH:12]=[CH:13][C:14]=1[O:15][CH3:16].[Li+].[BH4-]. Product: [CH3:7][O:8][C:9]1[CH:10]=[C:11]([S:17]([N:20]2[CH:24]=[CH:23][C:22]([CH2:25][CH2:26][CH2:27][CH2:28][CH2:29][OH:30])=[CH:21]2)(=[O:18])=[O:19])[CH:12]=[CH:13][C:14]=1[O:15][CH3:16]. The catalyst class is: 1. (6) Reactant: [NH:1]1[C:9]2[C:4](=[CH:5][CH:6]=[CH:7][N:8]=2)[CH:3]=[CH:2]1.[OH-].[Na+].[C:12]([O:16][C:17](=[O:36])[N:18]([CH2:28][C:29]1[CH:34]=[CH:33][C:32]([Cl:35])=[CH:31][CH:30]=1)[C:19]1[CH:24]=[CH:23][C:22]([CH:25]=[O:26])=[C:21]([Cl:27])[N:20]=1)([CH3:15])([CH3:14])[CH3:13].O. Product: [C:12]([O:16][C:17](=[O:36])[N:18]([CH2:28][C:29]1[CH:34]=[CH:33][C:32]([Cl:35])=[CH:31][CH:30]=1)[C:19]1[CH:24]=[CH:23][C:22]([CH:25]([OH:26])[C:3]2[C:4]3[C:9](=[N:8][CH:7]=[CH:6][CH:5]=3)[NH:1][CH:2]=2)=[C:21]([Cl:27])[N:20]=1)([CH3:15])([CH3:13])[CH3:14]. The catalyst class is: 5.